From a dataset of NCI-60 drug combinations with 297,098 pairs across 59 cell lines. Regression. Given two drug SMILES strings and cell line genomic features, predict the synergy score measuring deviation from expected non-interaction effect. (1) Drug 2: CC1=C(C=C(C=C1)C(=O)NC2=CC(=CC(=C2)C(F)(F)F)N3C=C(N=C3)C)NC4=NC=CC(=N4)C5=CN=CC=C5. Drug 1: CC(C1=C(C=CC(=C1Cl)F)Cl)OC2=C(N=CC(=C2)C3=CN(N=C3)C4CCNCC4)N. Cell line: OVCAR-5. Synergy scores: CSS=9.59, Synergy_ZIP=-1.95, Synergy_Bliss=1.76, Synergy_Loewe=-0.111, Synergy_HSA=0.113. (2) Drug 1: CN1C(=O)N2C=NC(=C2N=N1)C(=O)N. Drug 2: CCN(CC)CCCC(C)NC1=C2C=C(C=CC2=NC3=C1C=CC(=C3)Cl)OC. Cell line: NCI-H226. Synergy scores: CSS=-0.435, Synergy_ZIP=-0.143, Synergy_Bliss=-1.81, Synergy_Loewe=-28.2, Synergy_HSA=-5.34. (3) Drug 1: C1=NC2=C(N1)C(=S)N=CN2. Drug 2: CC1CCC2CC(C(=CC=CC=CC(CC(C(=O)C(C(C(=CC(C(=O)CC(OC(=O)C3CCCCN3C(=O)C(=O)C1(O2)O)C(C)CC4CCC(C(C4)OC)O)C)C)O)OC)C)C)C)OC. Cell line: SR. Synergy scores: CSS=27.7, Synergy_ZIP=2.32, Synergy_Bliss=3.46, Synergy_Loewe=-12.9, Synergy_HSA=2.11. (4) Synergy scores: CSS=51.2, Synergy_ZIP=-3.09, Synergy_Bliss=-5.41, Synergy_Loewe=-11.2, Synergy_HSA=-5.20. Drug 2: CC12CCC3C(C1CCC2O)C(CC4=C3C=CC(=C4)O)CCCCCCCCCS(=O)CCCC(C(F)(F)F)(F)F. Drug 1: COC1=NC(=NC2=C1N=CN2C3C(C(C(O3)CO)O)O)N. Cell line: RPMI-8226. (5) Drug 1: CCC1(CC2CC(C3=C(CCN(C2)C1)C4=CC=CC=C4N3)(C5=C(C=C6C(=C5)C78CCN9C7C(C=CC9)(C(C(C8N6C=O)(C(=O)OC)O)OC(=O)C)CC)OC)C(=O)OC)O.OS(=O)(=O)O. Drug 2: C1=NC2=C(N=C(N=C2N1C3C(C(C(O3)CO)O)O)F)N. Cell line: EKVX. Synergy scores: CSS=7.71, Synergy_ZIP=-3.34, Synergy_Bliss=-2.91, Synergy_Loewe=-5.30, Synergy_HSA=-0.448. (6) Drug 1: CS(=O)(=O)OCCCCOS(=O)(=O)C. Drug 2: COCCOC1=C(C=C2C(=C1)C(=NC=N2)NC3=CC=CC(=C3)C#C)OCCOC.Cl. Cell line: MOLT-4. Synergy scores: CSS=27.9, Synergy_ZIP=-1.72, Synergy_Bliss=-1.76, Synergy_Loewe=-2.95, Synergy_HSA=-2.84.